This data is from Reaction yield outcomes from USPTO patents with 853,638 reactions. The task is: Predict the reaction yield, written as a fraction of the theoretical maximum amount of product (1.0 means a 100% yield; for example, 0.34 means a 34% yield). (1) The reactants are C([N:8]1[CH2:13][CH2:12][C:11]2([C:17]3[CH:18]=[CH:19][C:20]([F:22])=[CH:21][C:16]=3[C:15](=[O:23])[O:14]2)[CH2:10][CH2:9]1)C1C=CC=CC=1. The catalyst is C(O)C.Cl.[Pd]. The product is [F:22][C:20]1[CH:19]=[CH:18][C:17]2[C:11]3([O:14][C:15](=[O:23])[C:16]=2[CH:21]=1)[CH2:10][CH2:9][NH:8][CH2:13][CH2:12]3. The yield is 0.960. (2) The reactants are [CH2:1]([N:3]1[CH2:8][CH2:7][C:6](=[O:9])[CH2:5][CH2:4]1)[CH3:2].[CH3:10][I:11]. The catalyst is CC(C)=O. The product is [I-:11].[CH2:1]([N+:3]1([CH3:10])[CH2:8][CH2:7][C:6](=[O:9])[CH2:5][CH2:4]1)[CH3:2]. The yield is 0.950. (3) The reactants are [CH3:1][O:2][C:3]1[C:12]2[CH2:13][N:14]([CH2:17][C:18]3[CH:23]=[CH:22][C:21]([C:24]([F:27])([F:26])[F:25])=[CH:20][CH:19]=3)[C:15](=[O:16])[C:11]=2[C:10]([O:28]CC2C=CC(OC)=CC=2)=[C:9]2[C:4]=1[CH:5]=[CH:6][CH:7]=[N:8]2.C([SiH](CC)CC)C.FC(F)(F)C(O)=O. The catalyst is ClCCl. The product is [OH:28][C:10]1[C:11]2[C:15](=[O:16])[N:14]([CH2:17][C:18]3[CH:23]=[CH:22][C:21]([C:24]([F:27])([F:26])[F:25])=[CH:20][CH:19]=3)[CH2:13][C:12]=2[C:3]([O:2][CH3:1])=[C:4]2[C:9]=1[N:8]=[CH:7][CH:6]=[CH:5]2. The yield is 0.540.